From a dataset of Full USPTO retrosynthesis dataset with 1.9M reactions from patents (1976-2016). Predict the reactants needed to synthesize the given product. (1) Given the product [CH3:1][C:2]1[C:3]([S:7][C:8]2[N:12]=[CH:11][NH:10][N:9]=2)=[C:4]([CH3:5])[O:6][N:19]=1, predict the reactants needed to synthesize it. The reactants are: [CH3:1][C:2](=O)[CH:3]([S:7][C:8]1[N:12]=[CH:11][NH:10][N:9]=1)[C:4](=[O:6])[CH3:5].Cl.NO.C([N:19](CC)CC)C. (2) The reactants are: [OH:1][CH:2]([C:4]1[CH:13]=[CH:12][C:7]([C:8]([O:10]C)=[O:9])=[CH:6][CH:5]=1)[CH3:3].[CH2:14](I)[CH2:15][CH3:16].[H-].[Na+].O. Given the product [CH2:14]([O:1][CH:2]([C:4]1[CH:13]=[CH:12][C:7]([C:8]([OH:10])=[O:9])=[CH:6][CH:5]=1)[CH3:3])[CH2:15][CH3:16], predict the reactants needed to synthesize it. (3) Given the product [CH3:24][C:25]1[CH:32]=[CH:31][CH:30]=[CH:29][C:26]=1[CH2:27][NH:1][C:2]1[CH:3]=[C:4]([C:8]2[N:13]3[N:14]=[CH:15][C:16]([C:17]([C:19]4[S:20][CH:21]=[CH:22][CH:23]=4)=[O:18])=[C:12]3[N:11]=[CH:10][CH:9]=2)[CH:5]=[CH:6][CH:7]=1, predict the reactants needed to synthesize it. The reactants are: [NH2:1][C:2]1[CH:3]=[C:4]([C:8]2[N:13]3[N:14]=[CH:15][C:16]([C:17]([C:19]4[S:20][CH:21]=[CH:22][CH:23]=4)=[O:18])=[C:12]3[N:11]=[CH:10][CH:9]=2)[CH:5]=[CH:6][CH:7]=1.[CH3:24][C:25]1[CH:32]=[CH:31][CH:30]=[CH:29][C:26]=1[CH:27]=O. (4) The reactants are: [NH2:1][C:2]1[S:3][CH:4]=[C:5]([C:7]2[CH:18]=[CH:17][C:10]([C:11]([NH:13][CH:14]3[CH2:16][CH2:15]3)=[O:12])=[CH:9][CH:8]=2)[N:6]=1.[CH2:19]([O:26][C:27]([N:29]1[CH2:33][CH2:32][CH2:31][C@H:30]1[CH:34]=O)=[O:28])[C:20]1[CH:25]=[CH:24][CH:23]=[CH:22][CH:21]=1.[BH3-]C#N.[Na+]. Given the product [CH2:19]([O:26][C:27]([N:29]1[CH2:33][CH2:32][CH2:31][C@H:30]1[CH2:34][NH:1][C:2]1[S:3][CH:4]=[C:5]([C:7]2[CH:8]=[CH:9][C:10]([C:11](=[O:12])[NH:13][CH:14]3[CH2:15][CH2:16]3)=[CH:17][CH:18]=2)[N:6]=1)=[O:28])[C:20]1[CH:21]=[CH:22][CH:23]=[CH:24][CH:25]=1, predict the reactants needed to synthesize it. (5) Given the product [Br:13][C:4]1[C:3]([O:2][CH3:1])=[CH:12][CH:11]=[C:10]2[C:5]=1[CH:6]=[CH:7][CH:8]=[N:9]2, predict the reactants needed to synthesize it. The reactants are: [CH3:1][O:2][C:3]1[CH:4]=[C:5]2[C:10](=[CH:11][CH:12]=1)[N:9]=[CH:8][CH:7]=[CH:6]2.[Br:13]Br.S(=O)(O)[O-].[Na+].